From a dataset of Catalyst prediction with 721,799 reactions and 888 catalyst types from USPTO. Predict which catalyst facilitates the given reaction. (1) Reactant: [C:1]([C:11]1[CH:35]=[CH:34][C:14]([CH2:15][N:16]([C:27](=[O:33])[CH2:28][CH2:29][CH2:30][CH2:31][CH3:32])[C:17]2[CH:18]=[C:19]([CH:24]=[CH:25][CH:26]=2)[C:20]([O:22]C)=[O:21])=[CH:13][CH:12]=1)#[C:2][CH2:3][CH2:4][CH2:5][CH2:6][CH2:7][CH2:8][CH2:9][CH3:10].[OH-].[Na+]. Product: [C:1]([C:11]1[CH:35]=[CH:34][C:14]([CH2:15][N:16]([C:27](=[O:33])[CH2:28][CH2:29][CH2:30][CH2:31][CH3:32])[C:17]2[CH:18]=[C:19]([CH:24]=[CH:25][CH:26]=2)[C:20]([OH:22])=[O:21])=[CH:13][CH:12]=1)#[C:2][CH2:3][CH2:4][CH2:5][CH2:6][CH2:7][CH2:8][CH2:9][CH3:10]. The catalyst class is: 5. (2) Reactant: [CH3:1][C:2]1[CH:7]=[C:6]([N+:8]([O-:10])=[O:9])[CH:5]=[CH:4][C:3]=1[N:11]=[C:12]1[NH:16][C:15]([CH3:18])([CH3:17])[CH2:14][S:13]1.[CH3:19][C:20](=[CH2:23])[CH2:21][Br:22]. Product: [CH3:1][C:2]1[CH:7]=[C:6]([N+:8]([O-:10])=[O:9])[CH:5]=[CH:4][C:3]=1[N:11]=[C:12]1[NH:16][C:15]([CH3:18])([CH3:17])[CH2:14][S:13]1.[BrH:22].[CH3:1][C:2]1[CH:7]=[C:6]([N+:8]([O-:10])=[O:9])[CH:5]=[CH:4][C:3]=1[N:11]=[C:12]1[N:16]([CH2:21][C:20]([CH3:23])=[CH2:19])[C:15]([CH3:18])([CH3:17])[CH2:14][S:13]1. The catalyst class is: 11. (3) Reactant: [F:1][C:2]([F:6])([F:5])[CH2:3][OH:4].[H-].[Na+].Br[CH2:10][C:11]1[CH:18]=[C:17]([F:19])[CH:16]=[CH:15][C:12]=1[C:13]#[N:14].O. Product: [F:19][C:17]1[CH:16]=[CH:15][C:12]([C:13]#[N:14])=[C:11]([CH2:10][O:4][CH2:3][C:2]([F:6])([F:5])[F:1])[CH:18]=1. The catalyst class is: 9. (4) Reactant: [Cl:1][C:2]1[N:7]=[C:6]([N:8]2[C:12]3=[CH:13][N:14]=[C:15]([C:17]4[C:22]([CH3:23])=[CH:21][CH:20]=[CH:19][C:18]=4[CH3:24])[CH:16]=[C:11]3[C:10]([C:25](=[O:31])[CH:26]([CH2:29][CH3:30])[CH2:27][CH3:28])=[CH:9]2)[CH:5]=[C:4]([CH2:32][CH3:33])[N:3]=1.[BH4-].[Na+]. Product: [Cl:1][C:2]1[N:7]=[C:6]([N:8]2[C:12]3=[CH:13][N:14]=[C:15]([C:17]4[C:22]([CH3:23])=[CH:21][CH:20]=[CH:19][C:18]=4[CH3:24])[CH:16]=[C:11]3[C:10]([CH:25]([OH:31])[CH:26]([CH2:27][CH3:28])[CH2:29][CH3:30])=[CH:9]2)[CH:5]=[C:4]([CH2:32][CH3:33])[N:3]=1. The catalyst class is: 40. (5) Reactant: [C:1]([C:4]1[CH:9]=[CH:8][C:7]([B:10]2[O:18][C:15]([CH3:17])([CH3:16])[C:12]([CH3:14])([CH3:13])[O:11]2)=[CH:6][CH:5]=1)([OH:3])=O.[CH:19]1([NH2:22])[CH2:21][CH2:20]1.C(N(CC)CC)C.CN(C(ON1N=NC2C=CC=NC1=2)=[N+](C)C)C.F[P-](F)(F)(F)(F)F. Product: [CH:19]1([NH:22][C:1]([C:4]2[CH:9]=[CH:8][C:7]([B:10]3[O:18][C:15]([CH3:17])([CH3:16])[C:12]([CH3:14])([CH3:13])[O:11]3)=[CH:6][CH:5]=2)=[O:3])[CH2:21][CH2:20]1. The catalyst class is: 136. (6) Reactant: [Br:1][C:2]1[CH:3]=[C:4]([C:8]2([C:16]#[N:17])[CH2:14][C@H:13]3[NH:15][C@H:10]([CH:11]=[CH:12]3)[CH2:9]2)[CH:5]=[N:6][CH:7]=1.C([O-])([O-])=O.[K+].[K+].[I-].[Na+].Br[CH:27]([CH3:30])[C:28]#[CH:29]. Product: [Br:1][C:2]1[CH:3]=[C:4]([C:8]2([C:16]#[N:17])[CH2:14][C@H:13]3[N:15]([CH:28]([CH3:29])[C:27]#[CH:30])[C@H:10]([CH:11]=[CH:12]3)[CH2:9]2)[CH:5]=[N:6][CH:7]=1. The catalyst class is: 31. (7) Reactant: C(OC(=O)[NH:7][CH:8]1[CH2:12][CH2:11][N:10]([CH2:13][C:14]2[CH:19]=[CH:18][CH:17]=[C:16]([O:20][C:21]3[CH:26]=[CH:25][CH:24]=[CH:23][C:22]=3[O:27][CH3:28])[CH:15]=2)[CH2:9]1)(C)(C)C. Product: [CH3:28][O:27][C:22]1[CH:23]=[CH:24][CH:25]=[CH:26][C:21]=1[O:20][C:16]1[CH:15]=[C:14]([CH:19]=[CH:18][CH:17]=1)[CH2:13][N:10]1[CH2:11][CH2:12][CH:8]([NH2:7])[CH2:9]1. The catalyst class is: 89.